This data is from Forward reaction prediction with 1.9M reactions from USPTO patents (1976-2016). The task is: Predict the product of the given reaction. (1) Given the reactants [CH2:1]([O:3][C:4]([N:6]1[C:15]2[C:10](=[N:11][C:12]([O:16][CH3:17])=[CH:13][CH:14]=2)[C@@H:9]([NH:18]C(OCC2C=CC=CC=2)=O)[CH2:8][C@H:7]1[CH3:29])=[O:5])[CH3:2], predict the reaction product. The product is: [CH2:1]([O:3][C:4]([N:6]1[C:15]2[C:10](=[N:11][C:12]([O:16][CH3:17])=[CH:13][CH:14]=2)[C@@H:9]([NH2:18])[CH2:8][C@H:7]1[CH3:29])=[O:5])[CH3:2]. (2) Given the reactants N(C(OC(C)C)=O)=NC(OC(C)C)=O.[OH:15][C:16]1[CH:17]=[C:18]([C:22]2([C:39]3[CH:44]=[CH:43][N:42]=[CH:41][CH:40]=3)[C:30]3[C:25](=[N:26][CH:27]=[CH:28][CH:29]=3)[C:24]([NH:31]C(=O)OC(C)(C)C)=[N:23]2)[CH:19]=[CH:20][CH:21]=1.C1(P(C2C=CC=CC=2)C2C=CC=CC=2)C=CC=CC=1.[CH3:64][CH:65]([CH3:68])[CH2:66]O.Cl.O, predict the reaction product. The product is: [CH2:64]([O:15][C:16]1[CH:17]=[C:18]([C:22]2([C:39]3[CH:44]=[CH:43][N:42]=[CH:41][CH:40]=3)[C:30]3[C:25](=[N:26][CH:27]=[CH:28][CH:29]=3)[C:24]([NH2:31])=[N:23]2)[CH:19]=[CH:20][CH:21]=1)[CH:65]([CH3:68])[CH3:66]. (3) Given the reactants [NH2:1][C:2]1[C:3]2[NH:10][CH:9]=[C:8]([C@@H:11]3[N:15](C(OC(C)(C)C)=O)[C@@H:14]4[CH2:23][O:24][Si](C(C)C)(C(C)C)O[Si](C(C)C)(C(C)C)[O:28][C@H:13]4[C@H:12]3[O:41][C:42](=[O:55])[C@@H:43]([NH:47]C(OC(C)(C)C)=O)[CH:44]([CH3:46])[CH3:45])[C:4]=2[N:5]=[CH:6][N:7]=1.[S:56](=[O:60])(=[O:59])([OH:58])[OH:57], predict the reaction product. The product is: [NH2:15][C@@H:11]([CH:8]([CH3:9])[CH3:4])[C:12]([O:28][C@H:13]1[C@@H:12]([OH:41])[C@H:11]([C:8]2[C:4]3[N:5]=[CH:6][N:7]=[C:2]([NH2:1])[C:3]=3[NH:10][CH:9]=2)[NH:15][C@@H:14]1[CH2:23][OH:24])=[O:41].[S:56]([OH:60])([OH:59])(=[O:58])=[O:57].[NH2:47][C@@H:43]([CH:44]([CH3:46])[CH3:45])[C:42]([O:41][C@@H:12]1[C@H:13]([OH:28])[C@@H:14]([CH2:23][OH:24])[NH:15][C@H:11]1[C:8]1[C:4]2[N:5]=[CH:6][N:7]=[C:2]([NH2:1])[C:3]=2[NH:10][CH:9]=1)=[O:55]. (4) Given the reactants C1C=C(Cl)C=C(C(OO)=O)C=1.[Cl:12][C:13]1[CH:18]=[CH:17][CH:16]=[C:15]([Cl:19])[C:14]=1[N:20]1[CH:31]=[CH:30][C:23]2[N:24]=[C:25](SC)[N:26]=[CH:27][C:22]=2[C:21]1=[O:32].CCN(C(C)C)C(C)C.[NH2:42][C:43]1[CH:48]=[CH:47][C:46]([N:49]2[CH2:54][CH2:53][N:52]([C:55]([O:57][C:58]([CH3:61])([CH3:60])[CH3:59])=[O:56])[CH2:51][CH2:50]2)=[C:45]([O:62][CH3:63])[CH:44]=1, predict the reaction product. The product is: [Cl:12][C:13]1[CH:18]=[CH:17][CH:16]=[C:15]([Cl:19])[C:14]=1[N:20]1[CH:31]=[CH:30][C:23]2[N:24]=[C:25]([NH:42][C:43]3[CH:48]=[CH:47][C:46]([N:49]4[CH2:54][CH2:53][N:52]([C:55]([O:57][C:58]([CH3:59])([CH3:60])[CH3:61])=[O:56])[CH2:51][CH2:50]4)=[C:45]([O:62][CH3:63])[CH:44]=3)[N:26]=[CH:27][C:22]=2[C:21]1=[O:32].